From a dataset of Forward reaction prediction with 1.9M reactions from USPTO patents (1976-2016). Predict the product of the given reaction. (1) Given the reactants [NH2:1][C:2]1[CH:7]=[CH:6][CH:5]=[CH:4][CH:3]=1.[H-].[Na+].[Cl:10][C:11]1[C:16]([CH:17]=[O:18])=[C:15](Cl)[N:14]=[C:13]([S:20][CH3:21])[N:12]=1.O, predict the reaction product. The product is: [Cl:10][C:11]1[C:16]([CH:17]=[O:18])=[C:15]([NH:1][C:2]2[CH:7]=[CH:6][CH:5]=[CH:4][CH:3]=2)[N:14]=[C:13]([S:20][CH3:21])[N:12]=1. (2) Given the reactants [Cl:1][C:2]1[C:3]([CH3:15])=[C:4]([NH:8][C:9](=[O:14])[C:10]([CH3:13])([CH3:12])[CH3:11])[CH:5]=[CH:6][CH:7]=1.[Br:16]Br, predict the reaction product. The product is: [Br:16][C:7]1[CH:6]=[CH:5][C:4]([NH:8][C:9](=[O:14])[C:10]([CH3:11])([CH3:12])[CH3:13])=[C:3]([CH3:15])[C:2]=1[Cl:1]. (3) Given the reactants Br[C:2]1[CH:7]=[C:6]([NH2:8])[C:5]([NH2:9])=[C:4]([F:10])[CH:3]=1.Br[C:12]1[CH:13]=[C:14](N)[C:15]([NH2:18])=C[CH:17]=1.[CH3:20][O:21][C:22]1[CH:23]=[C:24]2[C:29](=[CH:30][CH:31]=1)[O:28][CH2:27][CH:26]([C:32](O)=O)[CH2:25]2.O1C2C(=CC=CC=2)CC(C(O)=O)C1.CC1(C)C(C)(C)OB(C2C=NNC=2)O1, predict the reaction product. The product is: [F:10][C:4]1[C:5]2[NH:9][C:32]([CH:26]3[CH2:25][C:24]4[C:29](=[CH:30][CH:31]=[C:22]([O:21][CH3:20])[CH:23]=4)[O:28][CH2:27]3)=[N:8][C:6]=2[CH:7]=[C:2]([C:13]2[CH:12]=[CH:17][N:18]=[CH:15][CH:14]=2)[CH:3]=1. (4) Given the reactants [C:1]([C:5]1[S:6][C:7]([CH2:13][NH:14][C:15]2[CH:20]=[CH:19][CH:18]=[C:17]([C:21]3[CH:26]=[C:25]([NH:27][C:28]4[CH:33]=[CH:32][N:31]=[CH:30][N:29]=4)[C:24](=[O:34])[N:23]([CH3:35])[CH:22]=3)[C:16]=2[CH2:36][O:37][Si](C(C)(C)C)(C)C)=[C:8]([C:10](O)=O)[N:9]=1)([CH3:4])([CH3:3])[CH3:2].C(N(CC)C(C)C)(C)C.F[P-](F)(F)(F)(F)F.C[N+](C)=C(N(C)C)[O:64]N1C2N=CC=CC=2N=N1, predict the reaction product. The product is: [C:1]([C:5]1[S:6][C:7]2[C:13](=[O:64])[N:14]([C:15]3[CH:20]=[CH:19][CH:18]=[C:17]([C:21]4[CH:26]=[C:25]([NH:27][C:28]5[CH:33]=[CH:32][N:31]=[CH:30][N:29]=5)[C:24](=[O:34])[N:23]([CH3:35])[CH:22]=4)[C:16]=3[CH2:36][OH:37])[CH2:10][C:8]=2[N:9]=1)([CH3:2])([CH3:3])[CH3:4]. (5) Given the reactants S(=O)(=O)(O)O.F[C:7]1[C:12]([F:13])=[C:11]([C:14]([F:17])([F:16])[F:15])[CH:10]=[CH:9][N:8]=1.[OH-:18].[Na+], predict the reaction product. The product is: [F:13][C:12]1[C:7](=[O:18])[NH:8][CH:9]=[CH:10][C:11]=1[C:14]([F:17])([F:16])[F:15].